Dataset: Forward reaction prediction with 1.9M reactions from USPTO patents (1976-2016). Task: Predict the product of the given reaction. (1) Given the reactants Cl[C:2]1[N:7]=[C:6]([NH:8][C:9]2[CH:10]=[N:11][C:12]([O:15][CH3:16])=[CH:13][CH:14]=2)[C:5]([I:17])=[CH:4][N:3]=1.[NH:18]1[CH2:23][CH2:22][CH2:21][CH2:20][CH2:19]1.C(O)C, predict the reaction product. The product is: [I:17][C:5]1[C:6]([NH:8][C:9]2[CH:10]=[N:11][C:12]([O:15][CH3:16])=[CH:13][CH:14]=2)=[N:7][C:2]([N:18]2[CH2:23][CH2:22][CH2:21][CH2:20][CH2:19]2)=[N:3][CH:4]=1. (2) Given the reactants C(OC(=O)[NH:7][CH2:8][C:9]#[C:10][CH2:11][N:12]1[CH:16]=[CH:15][C:14]([NH:17][C:18](=[O:37])[C@@H:19]([C:26]2[CH:31]=[CH:30][C:29]([S:32]([CH3:35])(=[O:34])=[O:33])=[C:28]([Cl:36])[CH:27]=2)[CH2:20][CH:21]2[CH2:25][CH2:24][CH2:23][CH2:22]2)=[N:13]1)(C)(C)C.FC(F)(F)C(O)=O, predict the reaction product. The product is: [NH2:7][CH2:8][C:9]#[C:10][CH2:11][N:12]1[CH:16]=[CH:15][C:14]([NH:17][C:18](=[O:37])[C@@H:19]([C:26]2[CH:31]=[CH:30][C:29]([S:32]([CH3:35])(=[O:33])=[O:34])=[C:28]([Cl:36])[CH:27]=2)[CH2:20][CH:21]2[CH2:22][CH2:23][CH2:24][CH2:25]2)=[N:13]1. (3) The product is: [F:1][C:2]1[CH:3]=[CH:4][C:5]2[C:6]3[C:15]([C:16]([N:18]4[CH2:22][CH2:21][CH2:20][CH2:19]4)=[O:17])=[N:14][N:13]([C:31]4[N:36]=[CH:35][CH:34]=[CH:33][N:32]=4)[C:12](=[O:23])[C:7]=3[N:8]([CH3:11])[C:9]=2[CH:10]=1. Given the reactants [F:1][C:2]1[CH:3]=[CH:4][C:5]2[C:6]3[C:15]([C:16]([N:18]4[CH2:22][CH2:21][CH2:20][CH2:19]4)=[O:17])=[N:14][NH:13][C:12](=[O:23])[C:7]=3[N:8]([CH3:11])[C:9]=2[CH:10]=1.C(=O)([O-])[O-].[K+].[K+].Br[C:31]1[N:36]=[CH:35][CH:34]=[CH:33][N:32]=1, predict the reaction product.